Dataset: Catalyst prediction with 721,799 reactions and 888 catalyst types from USPTO. Task: Predict which catalyst facilitates the given reaction. Reactant: Cl.[CH2:2]([NH:9][CH:10]1[CH2:16][CH2:15][CH2:14][C:13]2[CH:17]=[CH:18][C:19]([OH:21])=[CH:20][C:12]=2[CH2:11]1)[C:3]1[CH:8]=[CH:7][CH:6]=[CH:5][CH:4]=1.[O:22]([CH2:29][C@H:30]1[O:32][CH2:31]1)[C:23]1[CH:28]=[CH:27][CH:26]=[CH:25][CH:24]=1.FC(F)(F)S([O-])(=O)=O.[Yb+3].FC(F)(F)S([O-])(=O)=O.FC(F)(F)S([O-])(=O)=O.C(=O)(O)[O-].[Na+]. Product: [CH2:2]([N:9]([CH2:31][C@H:30]([OH:32])[CH2:29][O:22][C:23]1[CH:28]=[CH:27][CH:26]=[CH:25][CH:24]=1)[CH:10]1[CH2:16][CH2:15][CH2:14][C:13]2[CH:17]=[CH:18][C:19]([OH:21])=[CH:20][C:12]=2[CH2:11]1)[C:3]1[CH:4]=[CH:5][CH:6]=[CH:7][CH:8]=1. The catalyst class is: 4.